From a dataset of Full USPTO retrosynthesis dataset with 1.9M reactions from patents (1976-2016). Predict the reactants needed to synthesize the given product. (1) Given the product [Br:8][C:6]1[CH:5]=[CH:4][C:3]2[N:9]([C:10]3[S:14][C:13]([C:15]([O:17][CH3:18])=[O:16])=[C:12]([O:19][C@@H:20]([C:22]4[CH:27]=[CH:26][CH:25]=[CH:24][C:23]=4[C:28]([F:30])([F:31])[F:29])[CH3:21])[CH:11]=3)[CH:32]=[N:1][C:2]=2[CH:7]=1, predict the reactants needed to synthesize it. The reactants are: [NH2:1][C:2]1[CH:7]=[C:6]([Br:8])[CH:5]=[CH:4][C:3]=1[NH:9][C:10]1[S:14][C:13]([C:15]([O:17][CH3:18])=[O:16])=[C:12]([O:19][C@@H:20]([C:22]2[CH:27]=[CH:26][CH:25]=[CH:24][C:23]=2[C:28]([F:31])([F:30])[F:29])[CH3:21])[CH:11]=1.[C:32]1(C)C=CC(S([O-])(=O)=O)=CC=1.[NH+]1C=CC=CC=1. (2) Given the product [CH2:7]([O:9][C:10]1[CH:15]=[CH:14][C:13]([C:16]2[Se:20][C:19]([CH:21]=[CH:1][CH3:2])=[CH:18][CH:17]=2)=[C:12]([F:23])[C:11]=1[F:24])[CH3:8], predict the reactants needed to synthesize it. The reactants are: [CH3:1][C:2](C)([O-])C.[K+].[CH2:7]([O:9][C:10]1[CH:15]=[CH:14][C:13]([C:16]2[Se:20][C:19]([CH:21]=O)=[CH:18][CH:17]=2)=[C:12]([F:23])[C:11]=1[F:24])[CH3:8]. (3) Given the product [CH3:12][C:8]1[C:7](=[O:13])[C:6]2[C:11](=[C:2]([C:25]3[CH2:30][CH2:29][CH:28]([C:31]([O:33][CH2:34][CH3:35])=[O:32])[CH2:27][CH:26]=3)[CH:3]=[CH:4][C:5]=2[N+:14]([O-:16])=[O:15])[NH:10][CH:9]=1, predict the reactants needed to synthesize it. The reactants are: Br[C:2]1[CH:3]=[CH:4][C:5]([N+:14]([O-:16])=[O:15])=[C:6]2[C:11]=1[NH:10][CH:9]=[C:8]([CH3:12])[C:7]2=[O:13].CC1(C)C(C)(C)OB([C:25]2[CH2:30][CH2:29][CH:28]([C:31]([O:33][CH2:34][CH3:35])=[O:32])[CH2:27][CH:26]=2)O1.C([O-])([O-])=O.[Na+].[Na+]. (4) Given the product [Cl:22][C:14]1[CH:13]=[C:12]([C:7]2[CH:8]=[CH:9][CH:10]=[CH:11][C:6]=2[O:5][CH2:4][CH2:3][O:2][CH3:1])[N:17]=[CH:16][N:15]=1, predict the reactants needed to synthesize it. The reactants are: [CH3:1][O:2][CH2:3][CH2:4][O:5][C:6]1[CH:11]=[CH:10][CH:9]=[CH:8][C:7]=1[C:12]1[N:17]=[CH:16][NH:15][C:14](=O)[CH:13]=1.N.O=P(Cl)(Cl)[Cl:22]. (5) Given the product [CH3:1][CH:2]1[CH2:8][CH2:7][N:6]2[C:9](=[O:20])[C:10]3[C:15]4[CH2:16][CH2:17][CH2:18][C:19](=[O:21])[C:14]=4[S:13][C:11]=3[N:12]=[C:5]2[CH2:4][CH2:3]1, predict the reactants needed to synthesize it. The reactants are: [CH3:1][CH:2]1[CH2:8][CH2:7][N:6]2[C:9](=[O:20])[C:10]3[C:15]4[CH2:16][CH2:17][CH2:18][CH2:19][C:14]=4[S:13][C:11]=3[N:12]=[C:5]2[CH2:4][CH2:3]1.[O-:21]S(OOS([O-])(=O)=O)(=O)=O.[K+].[K+]. (6) Given the product [Cl:12][C:10]1[CH:9]=[CH:8][C:3]([C:4]([O:6][CH3:7])=[O:5])=[C:2]([NH:1][C:26](=[O:27])[CH2:25][CH2:21][C:22]([O:23][CH2:17][CH3:18])=[O:29])[CH:11]=1, predict the reactants needed to synthesize it. The reactants are: [NH2:1][C:2]1[CH:11]=[C:10]([Cl:12])[CH:9]=[CH:8][C:3]=1[C:4]([O:6][CH3:7])=[O:5].N1[CH:18]=[CH:17]C=CC=1.C([CH:21]([CH2:25][C:26](Cl)=[O:27])[C:22](Cl)=[O:23])C.[OH2:29]. (7) Given the product [C:55]([S:57][CH:12]([C:8]1[N:7]([CH2:6][C:4]([O:3][CH2:1][CH3:2])=[O:5])[CH:11]=[CH:10][N:9]=1)[C:13]1[CH2:14][N:15]([C:20]([C:33]2[CH:34]=[CH:35][CH:36]=[CH:37][CH:38]=2)([C:21]2[CH:26]=[CH:25][CH:24]=[CH:23][CH:22]=2)[C:27]2[CH:28]=[CH:29][CH:30]=[CH:31][CH:32]=2)[CH2:16][CH2:17][CH:18]=1)(=[O:58])[CH3:56], predict the reactants needed to synthesize it. The reactants are: [CH2:1]([O:3][C:4]([CH2:6][N:7]1[CH:11]=[CH:10][N:9]=[C:8]1/[CH:12]=[C:13]1\[CH2:14][N:15]([C:20]([C:33]2[CH:38]=[CH:37][CH:36]=[CH:35][CH:34]=2)([C:27]2[CH:32]=[CH:31][CH:30]=[CH:29][CH:28]=2)[C:21]2[CH:26]=[CH:25][CH:24]=[CH:23][CH:22]=2)[CH2:16][CH2:17][CH:18]\1O)=[O:5])[CH3:2].C(OC(OCC(C)(C)C)N(C)C)C(C)(C)C.[C:55]([OH:58])(=[S:57])[CH3:56]. (8) Given the product [Cl:1][C:2]1[CH:3]=[CH:4][C:5]([O:18][CH:19]([F:21])[F:20])=[C:6]([C:8]2[C:13]([O:14][CH3:15])=[CH:12][NH:11][C:10](=[O:16])[CH:9]=2)[CH:7]=1, predict the reactants needed to synthesize it. The reactants are: [Cl:1][C:2]1[CH:3]=[CH:4][C:5]([O:18][CH:19]([F:21])[F:20])=[C:6]([C:8]2[C:13]([O:14][CH3:15])=[CH:12][N:11]=[C:10]([O:16]C)[CH:9]=2)[CH:7]=1.Br.[NH+]1C=CC=CC=1.